This data is from Full USPTO retrosynthesis dataset with 1.9M reactions from patents (1976-2016). The task is: Predict the reactants needed to synthesize the given product. (1) Given the product [C:1]([O:5][C:6](=[O:31])[NH:7][C@H:8]([C:16]1[N:17]([CH2:22][C:23]2[CH:28]=[CH:27][C:26]([O:29][CH3:30])=[CH:25][CH:24]=2)[CH:18]=[CH:19][N:20]=1)[CH2:9][C:10]1[CH:11]=[CH:12][CH:13]=[CH:14][CH:15]=1)([CH3:3])([CH3:4])[CH3:2], predict the reactants needed to synthesize it. The reactants are: [C:1]([O:5][C:6](=[O:31])[NH:7][C@H:8]([C:16]1[N:17]([CH2:22][C:23]2[CH:28]=[CH:27][C:26]([O:29][CH3:30])=[CH:25][CH:24]=2)[C:18](Br)=[CH:19][N:20]=1)[CH2:9][C:10]1[CH:15]=[CH:14][CH:13]=[CH:12][CH:11]=1)([CH3:4])([CH3:3])[CH3:2].COC1C=CC(CCl)=CC=1. (2) Given the product [OH:8][C@H:4]1[CH2:5][CH2:6][CH2:7][C@@H:2]([NH:1][C:14](=[O:15])[O:13][C:9]([CH3:12])([CH3:11])[CH3:10])[CH2:3]1, predict the reactants needed to synthesize it. The reactants are: [NH2:1][C@@H:2]1[CH2:7][CH2:6][CH2:5][C@H:4]([OH:8])[CH2:3]1.[C:9]([O:13][C:14](O[C:14]([O:13][C:9]([CH3:12])([CH3:11])[CH3:10])=[O:15])=[O:15])([CH3:12])([CH3:11])[CH3:10].[Cl-].[Na+].